This data is from Reaction yield outcomes from USPTO patents with 853,638 reactions. The task is: Predict the reaction yield, written as a fraction of the theoretical maximum amount of product (1.0 means a 100% yield; for example, 0.34 means a 34% yield). (1) The reactants are C1(S(N)(=O)=O)C=CC=CC=1.C([C:14]1C=C[C:25]2[C:24]3[C:19](=[CH:20][CH:21]=[CH:22][CH:23]=3)[CH:18]=[CH:17][C:16]=2[CH:15]=1)(=O)C.[F:28][C:29]([F:36])([F:35])[C:30](OCC)=O.[H-].[Na+].Cl.[S:40]([C:44]1[CH:49]=[CH:48][C:47]([NH:50][NH2:51])=[CH:46][CH:45]=1)(=[O:43])(=[O:42])[NH2:41].Cl.C1(NN)C=CC=CC=1. No catalyst specified. The product is [CH2:20]([C:19]1[CH:24]=[CH:25][C:16]([C:15]2[N:50]([C:47]3[CH:46]=[CH:45][C:44]([S:40]([NH2:41])(=[O:43])=[O:42])=[CH:49][CH:48]=3)[N:51]=[C:30]([C:29]([F:28])([F:35])[F:36])[CH:14]=2)=[CH:17][CH:18]=1)[CH2:21][CH2:22][CH3:23]. The yield is 0.950. (2) The reactants are [C:1]([NH:9][CH:10]([C:18]1[CH:23]=[CH:22][CH:21]=[CH:20][CH:19]=1)[CH:11]([OH:17])[C:12]([O:14][CH2:15][CH3:16])=[O:13])(=[O:8])[C:2]1[CH:7]=[CH:6][CH:5]=[CH:4][CH:3]=1.[CH3:24][O:25][CH:26](OC)OC.CC1C=CC(S([O-])(=O)=O)=CC=1.C1C=C[NH+]=CC=1.CN(C=O)C. The catalyst is C1C=CC=CC=1. The product is [C:1]([N:9]1[C@@H:10]([C:18]2[CH:19]=[CH:20][CH:21]=[CH:22][CH:23]=2)[C@H:11]([C:12]([O:14][CH2:15][CH3:16])=[O:13])[O:17][CH:24]1[O:25][CH3:26])(=[O:8])[C:2]1[CH:3]=[CH:4][CH:5]=[CH:6][CH:7]=1. The yield is 0.870. (3) The reactants are C(O[CH:6]([N:10]([CH3:12])[CH3:11])N(C)C)(C)(C)C.[Br:13][C:14]1[CH:19]=[CH:18][C:17]([C:20](=[O:22])[CH3:21])=[C:16]([OH:23])[CH:15]=1. The catalyst is C1(C)C=CC=CC=1. The product is [Br:13][C:14]1[CH:19]=[CH:18][C:17]([C:20](=[O:22])/[CH:21]=[CH:6]/[N:10]([CH3:11])[CH3:12])=[C:16]([OH:23])[CH:15]=1. The yield is 0.820. (4) The reactants are [F:1][C:2]1[CH:9]=[C:8]([C:10]2[CH:11]=[N:12][N:13]3[CH:18]=[CH:17][C:16]([N:19]4[C@@H:23]([C:24]5[CH:29]=[CH:28][C:27]([F:30])=[CH:26][N:25]=5)[CH2:22][O:21][C:20]4=[O:31])=[N:15][C:14]=23)[CH:7]=[CH:6][C:3]=1[CH:4]=O.C([O-])(=O)C.[K+].Cl.[NH:38]([C:40]([NH2:42])=[O:41])[NH2:39]. The catalyst is CCO.CO. The product is [F:1][C:2]1[CH:9]=[C:8]([C:10]2[CH:11]=[N:12][N:13]3[CH:18]=[CH:17][C:16]([N:19]4[C@@H:23]([C:24]5[CH:29]=[CH:28][C:27]([F:30])=[CH:26][N:25]=5)[CH2:22][O:21][C:20]4=[O:31])=[N:15][C:14]=23)[CH:7]=[CH:6][C:3]=1/[CH:4]=[N:39]/[NH:38][C:40]([NH2:42])=[O:41]. The yield is 0.390.